Dataset: Reaction yield outcomes from USPTO patents with 853,638 reactions. Task: Predict the reaction yield, written as a fraction of the theoretical maximum amount of product (1.0 means a 100% yield; for example, 0.34 means a 34% yield). (1) The reactants are [Cl:1][C:2]1[CH:7]=[CH:6][C:5]([C:8]2([OH:14])[CH2:13][CH2:12][NH:11][CH2:10][CH2:9]2)=[CH:4][C:3]=1[N+:15]([O-:17])=[O:16].N1C(C)=CC=CC=1C.[I-].[K+].Br[CH2:29][CH2:30][CH:31]=[C:32]1[C:38]2[CH:39]=[CH:40][CH:41]=[N:42][C:37]=2[CH2:36][O:35][C:34]2[CH:43]=[CH:44][C:45]([C:47]([OH:50])([CH3:49])[CH3:48])=[CH:46][C:33]1=2. The catalyst is C(O)(C)C. The product is [Cl:1][C:2]1[CH:7]=[CH:6][C:5]([C:8]2([OH:14])[CH2:13][CH2:12][N:11]([CH2:29][CH2:30][CH:31]=[C:32]3[C:38]4[CH:39]=[CH:40][CH:41]=[N:42][C:37]=4[CH2:36][O:35][C:34]4[CH:43]=[CH:44][C:45]([C:47]([OH:50])([CH3:49])[CH3:48])=[CH:46][C:33]3=4)[CH2:10][CH2:9]2)=[CH:4][C:3]=1[N+:15]([O-:17])=[O:16]. The yield is 0.300. (2) The reactants are [CH2:1]1[C:10]2[CH:9]=[CH:8][CH:7]=[C:6]([OH:11])[C:5]=2[CH2:4][CH2:3][NH:2]1.C(N(CC)C(C)C)(C)C.[C:21]([O:25][C:26](O[C:26]([O:25][C:21]([CH3:24])([CH3:23])[CH3:22])=[O:27])=[O:27])([CH3:24])([CH3:23])[CH3:22]. The catalyst is C(Cl)Cl. The product is [OH:11][C:6]1[CH:7]=[CH:8][CH:9]=[C:10]2[C:5]=1[CH2:4][CH2:3][N:2]([C:26]([O:25][C:21]([CH3:24])([CH3:23])[CH3:22])=[O:27])[CH2:1]2. The yield is 0.850. (3) The reactants are C(O)(C(F)(F)F)=O.[Br:8][C:9]1[CH:10]=[C:11]([N:15]2[C:19]3[N:20]=[CH:21][N:22]([CH2:25][C:26]4([OH:32])[CH2:31][CH2:30][NH:29][CH2:28][CH2:27]4)[C:23](=[O:24])[C:18]=3[CH:17]=[N:16]2)[CH:12]=[CH:13][CH:14]=1.CCN(C(C)C)C(C)C.[CH3:42][N:43]([CH3:47])[C:44](Cl)=[O:45]. The catalyst is ClCCl. The product is [Br:8][C:9]1[CH:10]=[C:11]([N:15]2[C:19]3[N:20]=[CH:21][N:22]([CH2:25][C:26]4([OH:32])[CH2:31][CH2:30][N:29]([C:44]([N:43]([CH3:47])[CH3:42])=[O:45])[CH2:28][CH2:27]4)[C:23](=[O:24])[C:18]=3[CH:17]=[N:16]2)[CH:12]=[CH:13][CH:14]=1. The yield is 0.690. (4) The reactants are Br[C:2]1[CH:3]=[N:4][CH:5]=[N:6][CH:7]=1.[Cl:8][C:9]1[CH:14]=[CH:13][N:12]=[C:11]2[CH:15]=[C:16]([Sn](C)(C)C)[S:17][C:10]=12. The catalyst is C1(C)C=CC=CC=1. The product is [Cl:8][C:9]1[CH:14]=[CH:13][N:12]=[C:11]2[CH:15]=[C:16]([C:2]3[CH:3]=[N:4][CH:5]=[N:6][CH:7]=3)[S:17][C:10]=12. The yield is 0.510. (5) The reactants are Br[CH2:2][C:3]1[CH:12]=[CH:11][C:10]2[C:5](=[CH:6][CH:7]=[C:8]([F:13])[CH:9]=2)[CH:4]=1.[C-:14]#[N:15].[K+]. The catalyst is CC#N. The product is [F:13][C:8]1[CH:9]=[C:10]2[C:5](=[CH:6][CH:7]=1)[CH:4]=[C:3]([CH2:2][C:14]#[N:15])[CH:12]=[CH:11]2. The yield is 0.700. (6) The reactants are [Cl:1][C:2]1[CH:3]=[N+:4]([O-:44])[CH:5]=[C:6]([Cl:43])[C:7]=1[CH2:8][C@@H:9]([C:28]1[CH:33]=[CH:32][C:31]([O:34][CH:35]([F:37])[F:36])=[C:30]([O:38][CH2:39][CH:40]2[CH2:42][CH2:41]2)[CH:29]=1)[O:10][C:11](=[O:27])[CH2:12][N:13]1[C:21](=[O:22])[C:20]2[C:15](=[CH:16][CH:17]=[C:18]([N+:23]([O-])=O)[CH:19]=2)[C:14]1=[O:26].O.O.[Sn](Cl)Cl. The catalyst is C1COCC1. The product is [NH2:23][C:18]1[CH:17]=[CH:16][CH:15]=[C:20]2[C:19]=1[C:14](=[O:26])[N:13]([CH2:12][C:11]([O:10][C@H:9]([C:28]1[CH:33]=[CH:32][C:31]([O:34][CH:35]([F:36])[F:37])=[C:30]([O:38][CH2:39][CH:40]3[CH2:41][CH2:42]3)[CH:29]=1)[CH2:8][C:7]1[C:6]([Cl:43])=[CH:5][N+:4]([O-:44])=[CH:3][C:2]=1[Cl:1])=[O:27])[C:21]2=[O:22]. The yield is 0.660. (7) The reactants are Cl[C:2]1[N:7]=[C:6]([N:8]2[CH2:13][CH2:12][O:11][CH2:10][CH2:9]2)[N:5]=[C:4]([N:14]2[C:18]3[CH:19]=[CH:20][CH:21]=[C:22]([O:23][CH3:24])[C:17]=3[N:16]=[C:15]2[CH:25]([F:27])[F:26])[N:3]=1.CC1(C)C(C)(C)OB([C:36]2[CH2:37][CH2:38][N:39]([C:42]([O:44][C:45]([CH3:48])([CH3:47])[CH3:46])=[O:43])[CH2:40][CH:41]=2)O1.C([O-])([O-])=O.[Na+].[Na+].C(Cl)Cl.CCOC(C)=O. The catalyst is O1CCOCC1.C1C=CC(P(C2C=CC=CC=2)[C-]2C=CC=C2)=CC=1.C1C=CC(P(C2C=CC=CC=2)[C-]2C=CC=C2)=CC=1.Cl[Pd]Cl.[Fe+2]. The product is [F:26][CH:25]([F:27])[C:15]1[N:14]([C:4]2[N:5]=[C:6]([N:8]3[CH2:13][CH2:12][O:11][CH2:10][CH2:9]3)[N:7]=[C:2]([C:36]3[CH2:41][CH2:40][N:39]([C:42]([O:44][C:45]([CH3:48])([CH3:47])[CH3:46])=[O:43])[CH2:38][CH:37]=3)[N:3]=2)[C:18]2[CH:19]=[CH:20][CH:21]=[C:22]([O:23][CH3:24])[C:17]=2[N:16]=1. The yield is 0.940.